From a dataset of Forward reaction prediction with 1.9M reactions from USPTO patents (1976-2016). Predict the product of the given reaction. (1) The product is: [Cl:1][C:2]1[CH:3]=[C:4]([C:9](=[O:11])/[CH:10]=[CH:29]/[C:27]2[NH:26][N:25]=[C:24]([C:16]3[CH:15]=[C:14]([O:13][CH3:12])[C:19]([O:20][CH3:21])=[C:18]([O:22][CH3:23])[CH:17]=3)[CH:28]=2)[CH:5]=[CH:6][C:7]=1[Cl:8]. Given the reactants [Cl:1][C:2]1[CH:3]=[C:4]([C:9](=[O:11])[CH3:10])[CH:5]=[CH:6][C:7]=1[Cl:8].[CH3:12][O:13][C:14]1[CH:15]=[C:16]([C:24]2[CH:28]=[C:27]([CH:29]=O)[NH:26][N:25]=2)[CH:17]=[C:18]([O:22][CH3:23])[C:19]=1[O:20][CH3:21].[OH-].[Na+], predict the reaction product. (2) Given the reactants CC1C=CC(S(O[CH2:12][CH:13]2[CH2:17][C:16]3[CH:18]=[C:19]([Cl:30])[CH:20]=[C:21]([C:22]4[C:27]([CH3:28])=[CH:26][CH:25]=[CH:24][C:23]=4[CH3:29])[C:15]=3[O:14]2)(=O)=O)=CC=1.[NH:31]1[CH2:36][CH2:35][S:34][CH2:33][CH2:32]1, predict the reaction product. The product is: [Cl:30][C:19]1[CH:20]=[C:21]([C:22]2[C:27]([CH3:28])=[CH:26][CH:25]=[CH:24][C:23]=2[CH3:29])[C:15]2[O:14][CH:13]([CH2:12][N:31]3[CH2:36][CH2:35][S:34][CH2:33][CH2:32]3)[CH2:17][C:16]=2[CH:18]=1. (3) Given the reactants N[C:2]1[CH:3]=[C:4]([CH:15]=[CH:16][CH:17]=1)[CH2:5][C:6]1[CH:7]=[C:8]([C:11]([O:13][CH3:14])=[O:12])[S:9][CH:10]=1.Cl.N([O-])=O.[Na+].[I:23]I.S(=O)(O)[O-].[Na+], predict the reaction product. The product is: [I:23][C:2]1[CH:3]=[C:4]([CH:15]=[CH:16][CH:17]=1)[CH2:5][C:6]1[CH:7]=[C:8]([C:11]([O:13][CH3:14])=[O:12])[S:9][CH:10]=1. (4) Given the reactants [CH:1]1[C:18]2[C:17]3[C:12](=[CH:13][CH:14]=[CH:15][CH:16]=3)[C:11]3[C:6](=[CH:7][CH:8]=[CH:9][CH:10]=3)[C:5]=2[CH:4]=[CH:3][CH:2]=1.[Br:19]Br, predict the reaction product. The product is: [Br:19][C:2]1[CH:3]=[CH:4][C:5]2[C:6]3[C:11](=[CH:10][CH:9]=[CH:8][CH:7]=3)[C:12]3[C:17](=[CH:16][CH:15]=[CH:14][CH:13]=3)[C:18]=2[CH:1]=1.